Dataset: Reaction yield outcomes from USPTO patents with 853,638 reactions. Task: Predict the reaction yield, written as a fraction of the theoretical maximum amount of product (1.0 means a 100% yield; for example, 0.34 means a 34% yield). (1) The reactants are [Cl:1][C:2]1[CH:7]=[CH:6][C:5]([OH:8])=[CH:4][C:3]=1[OH:9].[Cl:10][CH2:11][CH2:12][C:13](O)=[O:14].C(OCC)(=O)C. The catalyst is FC(F)(F)S(O)(=O)=O. The product is [Cl:10][CH2:11][CH2:12][C:13]([C:6]1[CH:7]=[C:2]([Cl:1])[C:3]([OH:9])=[CH:4][C:5]=1[OH:8])=[O:14]. The yield is 0.860. (2) The product is [C:18]([O:1][CH2:2][C:3]1[C:8]([O:9][CH2:10][C:11]([F:12])([F:13])[F:14])=[N:7][CH:6]=[C:5]([C:15](=[O:17])[CH3:16])[CH:4]=1)(=[O:20])[CH3:19]. The yield is 0.860. The catalyst is ClCCl. The reactants are [OH:1][CH2:2][C:3]1[CH:4]=[C:5]([C:15](=[O:17])[CH3:16])[CH:6]=[N:7][C:8]=1[O:9][CH2:10][C:11]([F:14])([F:13])[F:12].[C:18](OC(=O)C)(=[O:20])[CH3:19].C(N(CC)CC)C.O. (3) The reactants are Br[C:2]1[C:3]([F:21])=[C:4]([F:20])[C:5]([NH:12][C:13]2[CH:18]=[CH:17][CH:16]=[CH:15][C:14]=2[F:19])=[C:6]([CH:11]=1)[C:7]([O:9][CH3:10])=[O:8].[CH3:22][Si:23]([C:26]#[CH:27])([CH3:25])[CH3:24].N(C(C)C)C(C)C. The catalyst is C1COCC1.[Cu]I.Cl[Pd](Cl)([P](C1C=CC=CC=1)(C1C=CC=CC=1)C1C=CC=CC=1)[P](C1C=CC=CC=1)(C1C=CC=CC=1)C1C=CC=CC=1. The product is [F:20][C:4]1[C:5]([NH:12][C:13]2[CH:18]=[CH:17][CH:16]=[CH:15][C:14]=2[F:19])=[C:6]([CH:11]=[C:2]([C:27]#[C:26][Si:23]([CH3:25])([CH3:24])[CH3:22])[C:3]=1[F:21])[C:7]([O:9][CH3:10])=[O:8]. The yield is 0.850. (4) The reactants are Cl[Si](C)(C)C.BrCCBr.I[CH:11]1[CH2:20][CH2:19][C:14]2([O:18][CH2:17][CH2:16][O:15]2)[CH2:13][CH2:12]1.Br[C:22]1[CH:36]=[CH:35][C:25]([CH2:26][O:27][Si:28]([C:31]([CH3:34])([CH3:33])[CH3:32])([CH3:30])[CH3:29])=[CH:24][CH:23]=1. The catalyst is CN(C)C(=O)C.[Zn].O. The product is [C:31]([Si:28]([O:27][CH2:26][C:25]1[CH:24]=[CH:23][C:22]([CH:11]2[CH2:20][CH2:19][C:14]3([O:18][CH2:17][CH2:16][O:15]3)[CH2:13][CH2:12]2)=[CH:36][CH:35]=1)([CH3:30])[CH3:29])([CH3:34])([CH3:32])[CH3:33]. The yield is 0.740. (5) The reactants are [Cl-].O[NH3+:3].[C:4](=[O:7])([O-])[OH:5].[Na+].CS(C)=O.[CH3:13][C:14]1[N:51]=[C:17]2[N:18]([C:41]3[CH:46]=[CH:45][C:44]([O:47][CH:48]([CH3:50])[CH3:49])=[CH:43][CH:42]=3)[C:19](=[O:40])[C:20]([CH2:25][C:26]3[CH:31]=[CH:30][C:29]([C:32]4[C:33]([C:38]#[N:39])=[CH:34][CH:35]=[CH:36][CH:37]=4)=[CH:28][CH:27]=3)=[C:21]([CH2:22][CH2:23][CH3:24])[N:16]2[N:15]=1. The catalyst is C(OCC)(=O)C. The product is [CH3:13][C:14]1[N:51]=[C:17]2[N:18]([C:41]3[CH:46]=[CH:45][C:44]([O:47][CH:48]([CH3:50])[CH3:49])=[CH:43][CH:42]=3)[C:19](=[O:40])[C:20]([CH2:25][C:26]3[CH:27]=[CH:28][C:29]([C:32]4[CH:37]=[CH:36][CH:35]=[CH:34][C:33]=4[C:38]4[NH:3][C:4](=[O:7])[O:5][N:39]=4)=[CH:30][CH:31]=3)=[C:21]([CH2:22][CH2:23][CH3:24])[N:16]2[N:15]=1. The yield is 0.530. (6) The reactants are [CH2:1]([N:8]1[CH:16]=[N:15][C:14]2[C:9]1=[N:10][CH:11]=[N:12][C:13]=2[Cl:17])[C:2]1[CH:7]=[CH:6][CH:5]=[CH:4][CH:3]=1.B([C:21]1[CH:32]=[CH:31][C:24]([CH2:25][C@@H:26]([C:28]([OH:30])=[O:29])[NH2:27])=[CH:23][CH:22]=1)(O)O.C([O-])([O-])=O.[K+].[K+].Cl. The catalyst is O.C1C=CC([P]([Pd]([P](C2C=CC=CC=2)(C2C=CC=CC=2)C2C=CC=CC=2)([P](C2C=CC=CC=2)(C2C=CC=CC=2)C2C=CC=CC=2)[P](C2C=CC=CC=2)(C2C=CC=CC=2)C2C=CC=CC=2)(C2C=CC=CC=2)C2C=CC=CC=2)=CC=1.O1CCOCC1.O. The product is [ClH:17].[NH2:27][C@@H:26]([CH2:25][C:24]1[CH:31]=[CH:32][C:21]([C:13]2[N:12]=[CH:11][N:10]=[C:9]3[C:14]=2[N:15]=[CH:16][N:8]3[CH2:1][C:2]2[CH:7]=[CH:6][CH:5]=[CH:4][CH:3]=2)=[CH:22][CH:23]=1)[C:28]([OH:30])=[O:29]. The yield is 0.610. (7) The reactants are [Br:1][C:2]1[CH:3]=[CH:4][C:5]([NH:11][S:12]([C:15]2[CH:20]=[CH:19][C:18]([O:21][C:22]([F:25])([F:24])[F:23])=[CH:17][CH:16]=2)(=[O:14])=[O:13])=[C:6]([CH:10]=1)[C:7](Cl)=[O:8].[CH3:26][O:27][C:28]1[CH:35]=[CH:34][CH:33]=[CH:32][C:29]=1[CH2:30][NH2:31].C(N(CC)CC)C. The catalyst is O1CCCC1. The product is [Br:1][C:2]1[CH:3]=[CH:4][C:5]([NH:11][S:12]([C:15]2[CH:20]=[CH:19][C:18]([O:21][C:22]([F:25])([F:24])[F:23])=[CH:17][CH:16]=2)(=[O:14])=[O:13])=[C:6]([CH:10]=1)[C:7]([NH:31][CH2:30][C:29]1[CH:32]=[CH:33][CH:34]=[CH:35][C:28]=1[O:27][CH3:26])=[O:8]. The yield is 0.750.